Dataset: Forward reaction prediction with 1.9M reactions from USPTO patents (1976-2016). Task: Predict the product of the given reaction. (1) Given the reactants Cl.[F:2][C:3]1[CH:11]=[CH:10][CH:9]=[C:8]([F:12])[C:4]=1[C:5]([NH2:7])=[NH:6].[Cl:13][C:14]1[CH:21]=[C:20]([F:22])[CH:19]=[CH:18][C:15]=1[CH:16]=O.[C:23]([O:29][CH3:30])(=[O:28])[CH2:24][C:25]([CH3:27])=O.C([O-])(=O)C.[Na+], predict the reaction product. The product is: [F:2][C:3]1[CH:11]=[CH:10][CH:9]=[C:8]([F:12])[C:4]=1[C:5]1[NH:7][C:25]([CH3:27])=[C:24]([C:23]([O:29][CH3:30])=[O:28])[CH:16]([C:15]2[CH:18]=[CH:19][C:20]([F:22])=[CH:21][C:14]=2[Cl:13])[N:6]=1. (2) The product is: [CH3:11][O:10][C:3]1[CH:4]=[C:5]([CH:8]=[CH:9][C:2]=1[N:16]1[CH:17]=[C:13]([CH3:12])[N:14]=[CH:15]1)[CH:6]=[O:7].[CH3:11][O:10][C:3]1[CH:4]=[C:5]([CH:8]=[CH:9][C:2]=1[N:14]1[C:13]([CH3:12])=[CH:17][N:16]=[CH:15]1)[CH:6]=[O:7]. Given the reactants F[C:2]1[CH:9]=[CH:8][C:5]([CH:6]=[O:7])=[CH:4][C:3]=1[O:10][CH3:11].[CH3:12][C:13]1[N:14]=[CH:15][NH:16][CH:17]=1.C(=O)([O-])[O-].[K+].[K+], predict the reaction product. (3) Given the reactants [CH2:1]([O:8][C:9]([N:11]1[CH2:14][CH:13]([N:15]2[CH2:20][CH2:19][N:18]([C:21](OC(C)(C)C)=O)[C@@H:17]([CH3:28])[CH2:16]2)[CH2:12]1)=[O:10])[C:2]1[CH:7]=[CH:6][CH:5]=[CH:4][CH:3]=1.C(O)(C(F)(F)F)=O.C=O.C(O[BH-](OC(=O)C)OC(=O)C)(=O)C.[Na+].C(=O)([O-])O.[Na+], predict the reaction product. The product is: [CH3:28][C@@H:17]1[N:18]([CH3:21])[CH2:19][CH2:20][N:15]([CH:13]2[CH2:12][N:11]([C:9]([O:8][CH2:1][C:2]3[CH:7]=[CH:6][CH:5]=[CH:4][CH:3]=3)=[O:10])[CH2:14]2)[CH2:16]1. (4) Given the reactants [CH3:1][O:2][C:3]([C:5]1[CH:6]=[C:7]([F:24])[CH:8]=[C:9]2[C:14]=1[NH:13][CH:12]([C:15]1[CH:20]=[CH:19][CH:18]=[C:17](Br)[CH:16]=1)[CH2:11][C:10]2([CH3:23])[CH3:22])=[O:4].Cl.Cl.[C:27]1([CH3:39])[CH:32]=[CH:31][C:30]([N:33]2[CH2:38][CH2:37][NH:36][CH2:35][CH2:34]2)=[CH:29][CH:28]=1.CC1(C)C2C(=C(P(C3C=CC=CC=3)C3C=CC=CC=3)C=CC=2)OC2C(P(C3C=CC=CC=3)C3C=CC=CC=3)=CC=CC1=2.C(=O)([O-])[O-].[Cs+].[Cs+], predict the reaction product. The product is: [CH3:1][O:2][C:3]([C:5]1[CH:6]=[C:7]([F:24])[CH:8]=[C:9]2[C:14]=1[NH:13][CH:12]([C:15]1[CH:20]=[CH:19][CH:18]=[C:17]([N:36]3[CH2:37][CH2:38][N:33]([C:30]4[CH:31]=[CH:32][C:27]([CH3:39])=[CH:28][CH:29]=4)[CH2:34][CH2:35]3)[CH:16]=1)[CH2:11][C:10]2([CH3:23])[CH3:22])=[O:4]. (5) Given the reactants [Na].[C:2]([O:10][CH2:11]C)(=[O:9])[CH2:3][C:4]([O:6][CH2:7]C)=[O:5].Br[CH2:14][CH:15]([CH2:26][CH2:27][CH2:28][CH2:29][CH2:30][CH2:31][CH2:32][CH2:33][CH2:34][CH2:35][CH2:36][CH3:37])[CH2:16][CH2:17][CH2:18][CH2:19][CH2:20][CH2:21][CH2:22][CH2:23][CH2:24][CH3:25], predict the reaction product. The product is: [CH2:16]([CH:15]([CH2:26][CH2:27][CH2:28][CH2:29][CH2:30][CH2:31][CH2:32][CH2:33][CH2:34][CH2:35][CH2:36][CH3:37])[CH2:14][CH:3]([C:2]([O:10][CH3:11])=[O:9])[C:4]([O:6][CH3:7])=[O:5])[CH2:17][CH2:18][CH2:19][CH2:20][CH2:21][CH2:22][CH2:23][CH2:24][CH3:25]. (6) The product is: [F:30][C:26]1[CH:27]=[CH:28][CH:29]=[C:2]([F:1])[C:3]=1[CH2:4][O:5][C:6]1[C:7]2[N:8]([C:17]([C:21]([OH:23])=[O:22])=[C:18]([CH3:20])[N:19]=2)[CH:9]=[C:10]([N:12]2[CH2:13][CH2:14][CH2:15][CH2:16]2)[CH:11]=1. Given the reactants [F:1][C:2]1[CH:29]=[CH:28][CH:27]=[C:26]([F:30])[C:3]=1[CH2:4][O:5][C:6]1[C:7]2[N:8]([C:17]([C:21]([O:23]CC)=[O:22])=[C:18]([CH3:20])[N:19]=2)[CH:9]=[C:10]([N:12]2[CH2:16][CH2:15][CH2:14][CH2:13]2)[CH:11]=1.[OH-].[Li+].Cl, predict the reaction product.